From a dataset of Peptide-MHC class II binding affinity with 134,281 pairs from IEDB. Regression. Given a peptide amino acid sequence and an MHC pseudo amino acid sequence, predict their binding affinity value. This is MHC class II binding data. (1) The peptide sequence is GLIIGIFAAMLATLP. The MHC is DRB1_0405 with pseudo-sequence DRB1_0405. The binding affinity (normalized) is 0.403. (2) The peptide sequence is KKPDFILATDIAEMG. The MHC is DRB1_1101 with pseudo-sequence DRB1_1101. The binding affinity (normalized) is 0.323. (3) The peptide sequence is NTNMFTYEIAPVFVLLEYVT. The MHC is HLA-DQA10301-DQB10302 with pseudo-sequence HLA-DQA10301-DQB10302. The binding affinity (normalized) is 0. (4) The peptide sequence is PNESYKKQVTIRIGC. The binding affinity (normalized) is 0.314. The MHC is DRB1_0802 with pseudo-sequence DRB1_0802. (5) The peptide sequence is KPLLIIAEDVEGEY. The MHC is HLA-DQA10101-DQB10501 with pseudo-sequence HLA-DQA10101-DQB10501. The binding affinity (normalized) is 0.220. (6) The peptide sequence is QGEPGAVIRGKKGAG. The MHC is HLA-DPA10103-DPB10201 with pseudo-sequence HLA-DPA10103-DPB10201. The binding affinity (normalized) is 0.165. (7) The peptide sequence is GSAYTALFSGVSWVM. The MHC is DRB1_1501 with pseudo-sequence DRB1_1501. The binding affinity (normalized) is 0.411.